Predict the product of the given reaction. From a dataset of Forward reaction prediction with 1.9M reactions from USPTO patents (1976-2016). Given the reactants [NH2:1][C:2]1[N:7]=[C:6]([CH3:8])[C:5]([CH2:9][CH2:10][CH2:11][NH:12][CH2:13][C:14]2[CH:15]=[C:16]([CH2:20][C:21]([O:23][CH3:24])=[O:22])[CH:17]=[CH:18][CH:19]=2)=[C:4]([NH:25][CH2:26][CH2:27][CH2:28][CH2:29][CH3:30])[N:3]=1.Cl.[CH3:32][N:33]([CH3:40])[CH2:34][CH2:35][CH2:36][C:37](O)=[O:38].CN(C(ON1N=NC2C=CC=NC1=2)=[N+](C)C)C.F[P-](F)(F)(F)(F)F, predict the reaction product. The product is: [NH2:1][C:2]1[N:7]=[C:6]([CH3:8])[C:5]([CH2:9][CH2:10][CH2:11][N:12]([CH2:13][C:14]2[CH:15]=[C:16]([CH2:20][C:21]([O:23][CH3:24])=[O:22])[CH:17]=[CH:18][CH:19]=2)[C:37](=[O:38])[CH2:36][CH2:35][CH2:34][N:33]([CH3:40])[CH3:32])=[C:4]([NH:25][CH2:26][CH2:27][CH2:28][CH2:29][CH3:30])[N:3]=1.